Task: Predict the reactants needed to synthesize the given product.. Dataset: Full USPTO retrosynthesis dataset with 1.9M reactions from patents (1976-2016) (1) Given the product [NH2:1][C:2]([NH:4][C:5]1[C:6]([C:20]([NH2:22])=[O:21])=[N:7][N:8]([C:10]2[CH:15]=[CH:14][C:13]([Br:16])=[C:12]([OH:17])[CH:11]=2)[CH:9]=1)=[O:3], predict the reactants needed to synthesize it. The reactants are: [NH2:1][C:2]([NH:4][C:5]1[C:6]([C:20]([NH2:22])=[O:21])=[N:7][N:8]([C:10]2[CH:15]=[CH:14][C:13]([Br:16])=[C:12]([O:17]CC)[CH:11]=2)[CH:9]=1)=[O:3].B(Br)(Br)Br. (2) Given the product [C:1]1([C:7]2[CH:11]=[C:10]([CH:12]=[O:13])[O:9][N:8]=2)[CH:2]=[CH:3][CH:4]=[CH:5][CH:6]=1, predict the reactants needed to synthesize it. The reactants are: [C:1]1([C:7]2[CH:11]=[C:10]([CH2:12][OH:13])[O:9][N:8]=2)[CH:6]=[CH:5][CH:4]=[CH:3][CH:2]=1.I(C1C=CC=CC=1C(O)=O)(=O)=O. (3) Given the product [O:12]=[C:8]1[NH:7][C:6]2[N:5]=[CH:4][CH:3]=[C:2]([O:13][C:14]3[CH:15]=[CH:16][C:17]4[O:21][C@@H:20]5[C@@H:22]([C:23]([O:25][CH2:26][CH3:27])=[O:24])[C@@H:19]5[C:18]=4[CH:28]=3)[C:11]=2[CH2:10][NH:9]1, predict the reactants needed to synthesize it. The reactants are: F[C:2]1[C:11]2[CH2:10][NH:9][C:8](=[O:12])[NH:7][C:6]=2[N:5]=[CH:4][CH:3]=1.[OH:13][C:14]1[CH:15]=[CH:16][C:17]2[O:21][C@@H:20]3[C@@H:22]([C:23]([O:25][CH2:26][CH3:27])=[O:24])[C@@H:19]3[C:18]=2[CH:28]=1.Cl.N[C@H]1[C@H]2[C@@H]1OC1C=CC(OC3C=CN=C4C=3CCC(=O)N4)=CC=12.CC(C)([O-])C.[K+]. (4) Given the product [Br:1][C:2]1[N:3]=[C:4]([CH2:21][CH3:22])[C:5]([NH:10][CH:34]2[C:43]3[C:38](=[CH:39][C:40]([O:44][CH3:45])=[CH:41][CH:42]=3)[CH2:37][CH2:36][CH2:35]2)=[N:6][C:7]=1[CH2:8][CH3:9], predict the reactants needed to synthesize it. The reactants are: [Br:1][C:2]1[N:3]=[C:4]([CH2:21][CH3:22])[C:5]([NH:10][C@@H]2C3C(=CC=CC=3)C[C@@H]2O)=[N:6][C:7]=1[CH2:8][CH3:9].C(C1C(N[CH:34]2[C:43]3[C:38](=[CH:39][C:40]([O:44][CH3:45])=[CH:41][CH:42]=3)[CH2:37][CH2:36][CH2:35]2)=NC(CC)=CN=1)C.